This data is from Full USPTO retrosynthesis dataset with 1.9M reactions from patents (1976-2016). The task is: Predict the reactants needed to synthesize the given product. (1) Given the product [Br:1][C:2]1[CH:3]=[CH:4][C:5]([CH2:8][C:9]([N:16]2[CH2:17][CH2:18][CH2:19][C:14]([F:20])([F:13])[CH2:15]2)=[O:11])=[CH:6][CH:7]=1, predict the reactants needed to synthesize it. The reactants are: [Br:1][C:2]1[CH:7]=[CH:6][C:5]([CH2:8][C:9]([OH:11])=O)=[CH:4][CH:3]=1.Cl.[F:13][C:14]1([F:20])[CH2:19][CH2:18][CH2:17][NH:16][CH2:15]1.C(Cl)CCl.C1C=CC2N(O)N=NC=2C=1.C(N(CC)CC)C.C(=O)(O)[O-].[Na+]. (2) Given the product [CH2:20]([O:19][C:17](=[O:18])[CH:16]([O:14][C:9]1[CH:10]=[CH:11][CH:12]=[CH:13][C:8]=1[F:7])[CH3:22])[CH3:21], predict the reactants needed to synthesize it. The reactants are: C(=O)([O-])[O-].[Cs+].[Cs+].[F:7][C:8]1[CH:13]=[CH:12][CH:11]=[CH:10][C:9]=1[OH:14].Br[CH:16]([CH3:22])[C:17]([O:19][CH2:20][CH3:21])=[O:18].